From a dataset of Full USPTO retrosynthesis dataset with 1.9M reactions from patents (1976-2016). Predict the reactants needed to synthesize the given product. Given the product [Cl:21][C:17]1[N:16]=[C:15]2[N:14]=[C:13]([CH2:22][N:23]3[C:27]4[CH:28]=[N:29][CH:30]=[CH:31][C:26]=4[N:25]([CH:32]4[CH2:34][CH2:33]4)[C:24]3=[O:35])[N:12]([CH2:11][CH2:10][CH2:9][CH2:8][OH:7])[C:20]2=[CH:19][CH:18]=1, predict the reactants needed to synthesize it. The reactants are: C([O:7][CH2:8][CH2:9][CH2:10][CH2:11][N:12]1[C:20]2[C:15](=[N:16][C:17]([Cl:21])=[CH:18][CH:19]=2)[N:14]=[C:13]1[CH2:22][N:23]1[C:27]2[CH:28]=[N:29][CH:30]=[CH:31][C:26]=2[N:25]([CH:32]2[CH2:34][CH2:33]2)[C:24]1=[O:35])(=O)C(C)(C)C.[OH-].[Li+].